From a dataset of Catalyst prediction with 721,799 reactions and 888 catalyst types from USPTO. Predict which catalyst facilitates the given reaction. (1) Reactant: [C:1]([OH:11])(=[O:10])[CH:2]([C:4]1[CH:9]=[CH:8][CH:7]=[CH:6][CH:5]=1)O.[C:12]1([CH3:19])[CH:17]=[CH:16][CH:15]=[C:14]([CH3:18])[CH:13]=1.Cl[Sn](Cl)(Cl)Cl. Product: [CH3:19][C:12]1[CH:13]=[C:14]([CH3:18])[CH:15]=[CH:16][C:17]=1[CH:2]([C:4]1[CH:9]=[CH:8][CH:7]=[CH:6][CH:5]=1)[C:1]([OH:11])=[O:10]. The catalyst class is: 6. (2) Reactant: [CH3:1][O:2][C:3](=[O:57])[NH:4][CH:5]([C:9]([N:11]1[CH2:15][CH2:14][CH2:13][CH:12]1[C:16]1[NH:17][C:18]([C:21]2[CH:30]=[CH:29][C:28]3[C:23](=[CH:24][CH:25]=[C:26]([C:31]4[CH:36]=[CH:35][C:34]([C:37]5[NH:38][C:39]([CH:42]6[CH2:46][CH2:45][CH2:44][N:43]6[C:47](=[O:56])[CH:48]([NH2:55])[C:49]6[CH:54]=[CH:53][CH:52]=[CH:51][CH:50]=6)=[N:40][CH:41]=5)=[CH:33][CH:32]=4)[CH:27]=3)[CH:22]=2)=[CH:19][N:20]=1)=[O:10])[CH:6]([CH3:8])[CH3:7].[O:58]1[CH2:63][CH2:62][CH:61]([CH2:64][C:65](O)=[O:66])[CH2:60][CH2:59]1.CN1CCOCC1.CN(C(ON1N=NC2C=CC=NC1=2)=[N+](C)C)C.F[P-](F)(F)(F)(F)F. Product: [CH3:1][O:2][C:3](=[O:57])[NH:4][CH:5]([C:9]([N:11]1[CH2:15][CH2:14][CH2:13][CH:12]1[C:16]1[NH:17][C:18]([C:21]2[CH:30]=[CH:29][C:28]3[C:23](=[CH:24][CH:25]=[C:26]([C:31]4[CH:32]=[CH:33][C:34]([C:37]5[NH:38][C:39]([CH:42]6[CH2:46][CH2:45][CH2:44][N:43]6[C:47](=[O:56])[CH:48]([C:49]6[CH:54]=[CH:53][CH:52]=[CH:51][CH:50]=6)[NH:55][C:65](=[O:66])[CH2:64][CH:61]6[CH2:62][CH2:63][O:58][CH2:59][CH2:60]6)=[N:40][CH:41]=5)=[CH:35][CH:36]=4)[CH:27]=3)[CH:22]=2)=[CH:19][N:20]=1)=[O:10])[CH:6]([CH3:8])[CH3:7]. The catalyst class is: 3. (3) The catalyst class is: 113. Reactant: [CH2:1]([N:3]1[C:11]2[CH:10]=[CH:9][N:8]=[CH:7][C:6]=2[N:5]=[C:4]1[CH2:12][C:13]#[N:14])[CH3:2].CO[CH:17](OC)[N:18]([CH3:20])[CH3:19]. Product: [CH3:19][N:18]([CH:17]=[C:12]([C:4]1[N:3]([CH2:1][CH3:2])[C:11]2[CH:10]=[CH:9][N:8]=[CH:7][C:6]=2[N:5]=1)[C:13]#[N:14])[CH3:20]. (4) Reactant: [O:1]=[C:2]1[O:6][C@H:5]2[CH2:7][S:8][C@@H:9]([CH2:10][CH2:11]/[CH:12]=[CH:13]/[C:14]([O:16][CH2:17][C:18]3[CH:23]=[CH:22][CH:21]=[CH:20][CH:19]=3)=[O:15])[C@H:4]2[O:3]1.[H][H]. Product: [O:1]=[C:2]1[O:6][C@H:5]2[CH2:7][S:8][C@@H:9]([CH2:10][CH2:11][CH2:12][CH2:13][C:14]([O:16][CH2:17][C:18]3[CH:23]=[CH:22][CH:21]=[CH:20][CH:19]=3)=[O:15])[C@H:4]2[O:3]1. The catalyst class is: 349. (5) Reactant: [Cl:1][C:2]1[CH:7]=[CH:6][C:5]([S:8][C:9]2[N:13]([CH3:14])[C:12]([C:15]3[CH:20]=[CH:19][CH:18]=[CH:17][N:16]=3)=[N:11][C:10]=2[C:21]2[CH:32]=[CH:31][C:24]([C:25]([NH:27][NH:28][CH:29]=O)=O)=[CH:23][CH:22]=2)=[CH:4][CH:3]=1.P12(SP3(SP(SP(S3)(S1)=S)(=S)S2)=S)=[S:34]. Product: [Cl:1][C:2]1[CH:7]=[CH:6][C:5]([S:8][C:9]2[N:13]([CH3:14])[C:12]([C:15]3[CH:20]=[CH:19][CH:18]=[CH:17][N:16]=3)=[N:11][C:10]=2[C:21]2[CH:32]=[CH:31][C:24]([C:25]3[S:34][CH:29]=[N:28][N:27]=3)=[CH:23][CH:22]=2)=[CH:4][CH:3]=1. The catalyst class is: 12. (6) Reactant: [NH2:1][C:2]1[CH:3]=[C:4]([CH2:8][C:9]([NH:11][C:12]2[C:20]3[C:15](=[CH:16][CH:17]=[C:18]([N:21]4[CH2:25][CH2:24][CH2:23][S:22]4(=[O:27])=[O:26])[CH:19]=3)[NH:14][N:13]=2)=[O:10])[CH:5]=[CH:6][CH:7]=1.[CH:28](=O)[CH3:29].C(O[BH-](OC(=O)C)OC(=O)C)(=O)C.[Na+].C(O)(=O)C. Product: [O:26]=[S:22]1(=[O:27])[CH2:23][CH2:24][CH2:25][N:21]1[C:18]1[CH:19]=[C:20]2[C:15](=[CH:16][CH:17]=1)[NH:14][N:13]=[C:12]2[NH:11][C:9](=[O:10])[CH2:8][C:4]1[CH:5]=[CH:6][CH:7]=[C:2]([NH:1][CH2:28][CH3:29])[CH:3]=1. The catalyst class is: 9. (7) Reactant: [C:1]1([C:7]2[CH:12]=[C:11](Cl)[N:10]=[N:9][C:8]=2[Cl:14])[CH:6]=[CH:5][CH:4]=[CH:3][CH:2]=1.[N:15]1[CH:20]=[CH:19][CH:18]=[C:17](B(O)O)[CH:16]=1.C([O-])([O-])=O.[Na+].[Na+]. Product: [Cl:14][C:8]1[N:9]=[N:10][C:11]([C:17]2[CH:16]=[N:15][CH:20]=[CH:19][CH:18]=2)=[CH:12][C:7]=1[C:1]1[CH:6]=[CH:5][CH:4]=[CH:3][CH:2]=1. The catalyst class is: 38. (8) Reactant: [Br:1][C:2]1[CH:3]=[C:4]([Cl:13])[CH:5]=[C:6]2[C:10]=1[NH:9][CH:8]=[C:7]2[CH:11]=O.P([O-])([O-])([O-])=O.[NH4+].[NH4+].[NH4+].[N+:22](CCC)([O-])=O. Product: [Br:1][C:2]1[CH:3]=[C:4]([Cl:13])[CH:5]=[C:6]2[C:10]=1[NH:9][CH:8]=[C:7]2[C:11]#[N:22]. The catalyst class is: 15.